From a dataset of Peptide-MHC class II binding affinity with 134,281 pairs from IEDB. Regression. Given a peptide amino acid sequence and an MHC pseudo amino acid sequence, predict their binding affinity value. This is MHC class II binding data. (1) The MHC is DRB1_1602 with pseudo-sequence DRB1_1602. The peptide sequence is PRGGPGRSYAADAGY. The binding affinity (normalized) is 0.0964. (2) The peptide sequence is KKLAQAVMEMTYKNK. The MHC is DRB1_0701 with pseudo-sequence DRB1_0701. The binding affinity (normalized) is 0.341. (3) The MHC is DRB1_0401 with pseudo-sequence DRB1_0401. The binding affinity (normalized) is 0.855. The peptide sequence is GKSYAQMWSLMYFHR. (4) The peptide sequence is TELQIVDKIDAAFKI. The MHC is DRB3_0202 with pseudo-sequence DRB3_0202. The binding affinity (normalized) is 0.148. (5) The peptide sequence is LSQLQTYMIQFDQYI. The MHC is DRB1_0901 with pseudo-sequence DRB1_0901. The binding affinity (normalized) is 0.441. (6) The peptide sequence is SPGMMMGMFNMLSTV. The MHC is DRB4_0101 with pseudo-sequence DRB4_0103. The binding affinity (normalized) is 0.228. (7) The peptide sequence is AAATAGTTVYGMFAA. The MHC is HLA-DPA10103-DPB10401 with pseudo-sequence HLA-DPA10103-DPB10401. The binding affinity (normalized) is 0.119.